From a dataset of NCI-60 drug combinations with 297,098 pairs across 59 cell lines. Regression. Given two drug SMILES strings and cell line genomic features, predict the synergy score measuring deviation from expected non-interaction effect. (1) Drug 1: C1=CC(=CC=C1CCC2=CNC3=C2C(=O)NC(=N3)N)C(=O)NC(CCC(=O)O)C(=O)O. Drug 2: CC1C(C(CC(O1)OC2CC(OC(C2O)C)OC3=CC4=CC5=C(C(=O)C(C(C5)C(C(=O)C(C(C)O)O)OC)OC6CC(C(C(O6)C)O)OC7CC(C(C(O7)C)O)OC8CC(C(C(O8)C)O)(C)O)C(=C4C(=C3C)O)O)O)O. Cell line: RXF 393. Synergy scores: CSS=17.1, Synergy_ZIP=1.14, Synergy_Bliss=7.35, Synergy_Loewe=5.31, Synergy_HSA=8.00. (2) Drug 1: CC1=C2C(C(=O)C3(C(CC4C(C3C(C(C2(C)C)(CC1OC(=O)C(C(C5=CC=CC=C5)NC(=O)OC(C)(C)C)O)O)OC(=O)C6=CC=CC=C6)(CO4)OC(=O)C)OC)C)OC. Drug 2: CC(CN1CC(=O)NC(=O)C1)N2CC(=O)NC(=O)C2. Cell line: SK-OV-3. Synergy scores: CSS=36.6, Synergy_ZIP=-0.967, Synergy_Bliss=-0.694, Synergy_Loewe=-12.0, Synergy_HSA=1.13. (3) Drug 1: CCCCCOC(=O)NC1=NC(=O)N(C=C1F)C2C(C(C(O2)C)O)O. Drug 2: CC12CCC3C(C1CCC2OP(=O)(O)O)CCC4=C3C=CC(=C4)OC(=O)N(CCCl)CCCl.[Na+]. Cell line: NCIH23. Synergy scores: CSS=6.66, Synergy_ZIP=1.23, Synergy_Bliss=6.03, Synergy_Loewe=3.50, Synergy_HSA=2.33. (4) Drug 1: CC1CCCC2(C(O2)CC(NC(=O)CC(C(C(=O)C(C1O)C)(C)C)O)C(=CC3=CSC(=N3)C)C)C. Drug 2: B(C(CC(C)C)NC(=O)C(CC1=CC=CC=C1)NC(=O)C2=NC=CN=C2)(O)O. Cell line: SF-295. Synergy scores: CSS=52.5, Synergy_ZIP=0.306, Synergy_Bliss=-1.22, Synergy_Loewe=-4.58, Synergy_HSA=-0.935. (5) Drug 1: C1CC(CNC1)C2=CC=C(C=C2)N3C=C4C=CC=C(C4=N3)C(=O)N. Drug 2: CN1C=C(C=N1)C2=C3N=C(C(=C(N3N=C2)N)Br)C4CCCNC4. Cell line: HCT116. Synergy scores: CSS=48.2, Synergy_ZIP=5.95, Synergy_Bliss=7.29, Synergy_Loewe=7.38, Synergy_HSA=9.90. (6) Drug 1: COC1=NC(=NC2=C1N=CN2C3C(C(C(O3)CO)O)O)N. Drug 2: C1=NC2=C(N=C(N=C2N1C3C(C(C(O3)CO)O)F)Cl)N. Cell line: SN12C. Synergy scores: CSS=13.7, Synergy_ZIP=-4.15, Synergy_Bliss=3.89, Synergy_Loewe=-39.2, Synergy_HSA=-8.82. (7) Drug 1: CC1=C(C(=O)C2=C(C1=O)N3CC4C(C3(C2COC(=O)N)OC)N4)N. Drug 2: CC1C(C(CC(O1)OC2CC(CC3=C2C(=C4C(=C3O)C(=O)C5=CC=CC=C5C4=O)O)(C(=O)C)O)N)O. Cell line: HOP-62. Synergy scores: CSS=49.6, Synergy_ZIP=-2.44, Synergy_Bliss=0.654, Synergy_Loewe=-12.2, Synergy_HSA=3.42. (8) Drug 1: CC12CCC3C(C1CCC2=O)CC(=C)C4=CC(=O)C=CC34C. Drug 2: C1CC(C1)(C(=O)O)C(=O)O.[NH2-].[NH2-].[Pt+2]. Cell line: 786-0. Synergy scores: CSS=46.3, Synergy_ZIP=-0.249, Synergy_Bliss=-3.51, Synergy_Loewe=-7.41, Synergy_HSA=-3.02.